From a dataset of Full USPTO retrosynthesis dataset with 1.9M reactions from patents (1976-2016). Predict the reactants needed to synthesize the given product. (1) The reactants are: Cl[S:2]([C:5]1[CH:6]=[C:7]2[C:11](=[CH:12][CH:13]=1)[NH:10][C:9](=[O:14])[CH2:8]2)(=[O:4])=[O:3].[NH3:15]. Given the product [NH2:15][S:2]([C:5]1[CH:6]=[C:7]2[C:11](=[CH:12][CH:13]=1)[NH:10][C:9](=[O:14])[CH2:8]2)(=[O:4])=[O:3], predict the reactants needed to synthesize it. (2) Given the product [N:39]1([CH2:6][C:7]2[CH:8]=[C:9]3[C:13](=[CH:14][CH:15]=2)[CH2:12][N:11]([C:16](=[O:38])[CH2:17][CH2:18][CH2:19][CH2:20][CH2:21][N:22]2[CH2:23][CH2:24][N:25]([C:28]4[CH:33]=[CH:32][CH:31]=[C:30]([C:34]([F:36])([F:35])[F:37])[CH:29]=4)[CH2:26][CH2:27]2)[CH2:10]3)[CH2:43][CH2:42][CH2:41][CH2:40]1, predict the reactants needed to synthesize it. The reactants are: CS(O[CH2:6][C:7]1[CH:8]=[C:9]2[C:13](=[CH:14][CH:15]=1)[CH2:12][N:11]([C:16](=[O:38])[CH2:17][CH2:18][CH2:19][CH2:20][CH2:21][N:22]1[CH2:27][CH2:26][N:25]([C:28]3[CH:33]=[CH:32][CH:31]=[C:30]([C:34]([F:37])([F:36])[F:35])[CH:29]=3)[CH2:24][CH2:23]1)[CH2:10]2)(=O)=O.[NH:39]1[CH2:43][CH2:42][CH2:41][CH2:40]1. (3) Given the product [CH2:14]([N:13]([CH2:1][CH2:2][CH2:3][CH2:4][CH2:5][CH2:6][CH2:7][CH2:8][CH2:9][CH2:10][CH2:11][CH3:12])[C:35](=[O:38])[CH:36]=[CH2:37])[CH2:15][CH2:16][CH2:17][CH2:18][CH2:19][CH2:20][CH2:21][CH2:22][CH2:23][CH2:24][CH3:25], predict the reactants needed to synthesize it. The reactants are: [CH2:1]([NH:13][CH2:14][CH2:15][CH2:16][CH2:17][CH2:18][CH2:19][CH2:20][CH2:21][CH2:22][CH2:23][CH2:24][CH3:25])[CH2:2][CH2:3][CH2:4][CH2:5][CH2:6][CH2:7][CH2:8][CH2:9][CH2:10][CH2:11][CH3:12].C(N(C(C)C)CC)(C)C.[C:35](Cl)(=[O:38])[CH:36]=[CH2:37]. (4) Given the product [CH2:34]([CH:33]([O:23][C:22]1[C:17]2[C:18](=[N:19][C:14]([C:4]3[CH:5]=[CH:6][C:7]([O:9][C:10]([F:12])([F:13])[F:11])=[CH:8][C:3]=3[O:2][CH3:1])=[C:15]([CH3:25])[N:16]=2)[N:20]([CH3:24])[N:21]=1)[CH2:36][CH3:37])[CH3:35], predict the reactants needed to synthesize it. The reactants are: [CH3:1][O:2][C:3]1[CH:8]=[C:7]([O:9][C:10]([F:13])([F:12])[F:11])[CH:6]=[CH:5][C:4]=1[C:14]1[N:19]=[C:18]2[N:20]([CH3:24])[N:21]=[C:22]([OH:23])[C:17]2=[N:16][C:15]=1[CH3:25].C([O-])([O-])=O.[K+].[K+].Br[CH:33]([CH2:36][CH3:37])[CH2:34][CH3:35].O. (5) Given the product [CH2:1]([O:3][P:4]([C:9]1[C:13]([P:14]([O:19][CH2:20][CH3:21])([O:16][CH2:17][CH3:18])=[O:15])=[CH:12][S:11][C:10]=1[C:28]1[S:29][CH:30]=[CH:31][CH:32]=1)([O:6][CH2:7][CH3:8])=[O:5])[CH3:2], predict the reactants needed to synthesize it. The reactants are: [CH2:1]([O:3][P:4]([C:9]1[C:13]([P:14]([O:19][CH2:20][CH3:21])([O:16][CH2:17][CH3:18])=[O:15])=[CH:12][S:11][C:10]=1I)([O:6][CH2:7][CH3:8])=[O:5])[CH3:2].C([Sn](CCCC)(CCCC)[C:28]1[S:29][CH:30]=[CH:31][CH:32]=1)CCC.Cl. (6) Given the product [C:1]([O:5][CH:6]([C:11]1[C:16]([CH3:17])=[CH:15][CH:14]=[C:13]([CH:43]=[CH2:44])[C:12]=1[C:26]1[C:27]([CH3:36])=[C:28]2[C:33](=[CH:34][CH:35]=1)[O:32][CH2:31][CH2:30][CH2:29]2)[C:7]([O:9][CH3:10])=[O:8])([CH3:4])([CH3:3])[CH3:2], predict the reactants needed to synthesize it. The reactants are: [C:1]([O:5][CH:6]([C:11]1[C:16]([CH3:17])=[CH:15][CH:14]=[C:13](OS(C(F)(F)F)(=O)=O)[C:12]=1[C:26]1[C:27]([CH3:36])=[C:28]2[C:33](=[CH:34][CH:35]=1)[O:32][CH2:31][CH2:30][CH2:29]2)[C:7]([O:9][CH3:10])=[O:8])([CH3:4])([CH3:3])[CH3:2].C(=O)([O-])[O-].[K+].[K+].[CH:43](B1OC(C)(C)C(C)(C)O1)=[CH2:44]. (7) Given the product [CH3:18][S:19]([NH:10][C:5]1[S:6][CH:7]=[CH:8][C:9]=1[C:23]([O:27][CH3:26])=[O:24])(=[O:21])=[O:20], predict the reactants needed to synthesize it. The reactants are: COC([C:5]1([NH2:10])[CH2:9][CH:8]=[CH:7][S:6]1)=O.C(N(CC)CC)C.[CH3:18][S:19](Cl)(=[O:21])=[O:20].[CH3:23][O-:24].[Na+].[CH3:26][OH:27].